This data is from Forward reaction prediction with 1.9M reactions from USPTO patents (1976-2016). The task is: Predict the product of the given reaction. (1) Given the reactants Cl.[Cl:2][C:3]1[CH:8]=[CH:7][CH:6]=[C:5]([Cl:9])[C:4]=1[C:10]1[CH:14]=[C:13]([C:15]2[CH:20]=[C:19]([NH2:21])[CH:18]=[CH:17][N:16]=2)[O:12][N:11]=1.[C:22]([N:26]1[CH2:31][CH2:30][O:29][CH2:28][CH2:27]1)(=[O:25])[CH:23]=[CH2:24], predict the reaction product. The product is: [Cl:9][C:5]1[CH:6]=[CH:7][CH:8]=[C:3]([Cl:2])[C:4]=1[C:10]1[CH:14]=[C:13]([C:15]2[CH:20]=[C:19]([NH:21][CH2:24][CH2:23][C:22]([N:26]3[CH2:31][CH2:30][O:29][CH2:28][CH2:27]3)=[O:25])[CH:18]=[CH:17][N:16]=2)[O:12][N:11]=1. (2) Given the reactants [Br:1][C:2]1[CH:3]=[CH:4][C:5]([Cl:17])=[C:6]([CH:16]=1)[CH2:7][C:8]1[CH:13]=[CH:12][C:11]([CH2:14][OH:15])=[CH:10][CH:9]=1.CC(OI1(OC(C)=O)(OC(C)=O)OC(=O)C2C=CC=CC1=2)=O.[OH-].[Na+], predict the reaction product. The product is: [Br:1][C:2]1[CH:3]=[CH:4][C:5]([Cl:17])=[C:6]([CH:16]=1)[CH2:7][C:8]1[CH:13]=[CH:12][C:11]([CH:14]=[O:15])=[CH:10][CH:9]=1. (3) The product is: [OH:48][CH2:49][CH2:50][C:51]1[CH:56]=[CH:55][CH:54]=[CH:53][C:52]=1[O:33][CH2:32][CH2:31][O:30][CH:18]1[CH:17]([C:14]2[CH:15]=[CH:16][C:11]([O:10][CH2:9][CH2:8][CH2:7][O:6][CH2:5][C:4]3[CH:44]=[CH:45][CH:46]=[CH:47][C:3]=3[O:2][CH3:1])=[CH:12][CH:13]=2)[CH2:22][CH2:21][N:20]([C:23]([O:25][C:26]([CH3:27])([CH3:29])[CH3:28])=[O:24])[CH2:19]1. Given the reactants [CH3:1][O:2][C:3]1[CH:47]=[CH:46][CH:45]=[CH:44][C:4]=1[CH2:5][O:6][CH2:7][CH2:8][CH2:9][O:10][C:11]1[CH:16]=[CH:15][C:14]([CH:17]2[CH2:22][CH2:21][N:20]([C:23]([O:25][C:26]([CH3:29])([CH3:28])[CH3:27])=[O:24])[CH2:19][CH:18]2[O:30][CH2:31][CH2:32][O:33]S(C2C=CC(C)=CC=2)(=O)=O)=[CH:13][CH:12]=1.[OH:48][CH2:49][CH2:50][C:51]1[CH:56]=[CH:55][CH:54]=[CH:53][C:52]=1O, predict the reaction product. (4) Given the reactants Br[C:2]1[CH:3]=[N:4][CH:5]=[C:6]([C:8]2[CH:13]=[CH:12][C:11]([F:14])=[CH:10][CH:9]=2)[CH:7]=1.[B:15]1([B:15]2[O:19][C:18]([CH3:21])([CH3:20])[C:17]([CH3:23])([CH3:22])[O:16]2)[O:19][C:18]([CH3:21])([CH3:20])[C:17]([CH3:23])([CH3:22])[O:16]1, predict the reaction product. The product is: [F:14][C:11]1[CH:12]=[CH:13][C:8]([C:6]2[CH:5]=[N:4][CH:3]=[C:2]([B:15]3[O:19][C:18]([CH3:21])([CH3:20])[C:17]([CH3:23])([CH3:22])[O:16]3)[CH:7]=2)=[CH:9][CH:10]=1. (5) Given the reactants [F:1][C:2]1[CH:11]=[CH:10][C:9]2[S:12][C:13](=[O:14])[N:7]3[C:8]=2[C:3]=1[CH:4]([CH:15]=O)[CH2:5][CH2:6]3.[OH:17][C@H:18]1[C@@H:23]([NH:24][C:25](=[O:31])[O:26][C:27]([CH3:30])([CH3:29])[CH3:28])[CH2:22][CH2:21][NH:20][CH2:19]1, predict the reaction product. The product is: [F:1][C:2]1[CH:11]=[CH:10][C:9]2[S:12][C:13](=[O:14])[N:7]3[C:8]=2[C:3]=1[CH:4]([CH2:15][N:20]1[CH2:21][CH2:22][C@H:23]([NH:24][C:25](=[O:31])[O:26][C:27]([CH3:28])([CH3:29])[CH3:30])[C@H:18]([OH:17])[CH2:19]1)[CH2:5][CH2:6]3. (6) Given the reactants [CH:1]1([N:7]2[CH2:15][C:14]3[C:9](=[CH:10][C:11]([N:16]4[CH2:21][CH2:20][NH:19][CH2:18][CH2:17]4)=[CH:12][CH:13]=3)[C:8]2=[O:22])[CH2:6][CH2:5][CH2:4][CH2:3][CH2:2]1.[CH:23]([O:36][C:37](N=[N+]=[N-])=[O:38])([C:30]1[CH:35]=[CH:34][CH:33]=[CH:32][CH:31]=1)[C:24]1[CH:29]=[CH:28][CH:27]=[CH:26][CH:25]=1, predict the reaction product. The product is: [CH:23]([O:36][C:37]([N:19]1[CH2:18][CH2:17][N:16]([C:11]2[CH:10]=[C:9]3[C:14]([CH2:15][N:7]([CH:1]4[CH2:2][CH2:3][CH2:4][CH2:5][CH2:6]4)[C:8]3=[O:22])=[CH:13][CH:12]=2)[CH2:21][CH2:20]1)=[O:38])([C:30]1[CH:31]=[CH:32][CH:33]=[CH:34][CH:35]=1)[C:24]1[CH:29]=[CH:28][CH:27]=[CH:26][CH:25]=1. (7) Given the reactants [CH2:1]([C:3]1[CH:12]=[C:11]2[C:6]([C:7](=[O:16])[CH:8]=[C:9]([C:13]([OH:15])=O)[O:10]2)=[CH:5][C:4]=1[F:17])[CH3:2].Cl.Cl.[O:20]1[C:24]2[CH:25]=[CH:26][C:27]([CH2:29][N:30]3[CH2:35][CH2:34][CH:33]([NH2:36])[CH2:32][CH2:31]3)=[CH:28][C:23]=2[O:22][CH2:21]1.CCN=C=NCCCN(C)C.C1C=CC2N(O)N=NC=2C=1.CN1CCOCC1, predict the reaction product. The product is: [O:20]1[C:24]2[CH:25]=[CH:26][C:27]([CH2:29][N:30]3[CH2:35][CH2:34][CH:33]([NH:36][C:13]([C:9]4[O:10][C:11]5[C:6]([C:7](=[O:16])[CH:8]=4)=[CH:5][C:4]([F:17])=[C:3]([CH2:1][CH3:2])[CH:12]=5)=[O:15])[CH2:32][CH2:31]3)=[CH:28][C:23]=2[O:22][CH2:21]1.